Dataset: Forward reaction prediction with 1.9M reactions from USPTO patents (1976-2016). Task: Predict the product of the given reaction. (1) The product is: [F:1][C:2]1[CH:7]=[C:6]([F:8])[CH:5]=[CH:4][C:3]=1[N:9]1[C:13]2[CH:14]([CH2:19][C:20]3[CH:25]=[CH:24][CH:23]=[C:22]([F:26])[CH:21]=3)[CH2:15][CH2:16][CH2:17][CH2:18][C:12]=2[C:11]([C:27]([OH:31])=[O:28])=[N:10]1. Given the reactants [F:1][C:2]1[CH:7]=[C:6]([F:8])[CH:5]=[CH:4][C:3]=1[N:9]1[C:13]2[CH:14]([CH2:19][C:20]3[CH:25]=[CH:24][CH:23]=[C:22]([F:26])[CH:21]=3)[CH2:15][CH2:16][CH2:17][CH2:18][C:12]=2[C:11]([CH:27]=[O:28])=[N:10]1.CC(C)=[O:31], predict the reaction product. (2) Given the reactants Br[C:2]1[CH:7]=[CH:6][C:5]([C@@H:8]([NH:10][C:11]([CH:13]2[CH2:15][CH2:14]2)=[O:12])[CH3:9])=[CH:4][CH:3]=1.[F:16][C:17]([F:38])([F:37])[C:18]1[CH:19]=[C:20]([C:28]2([C:33]([F:36])([F:35])[F:34])[CH2:32][CH2:31][NH:30][CH2:29]2)[CH:21]=[C:22]([C:24]([F:27])([F:26])[F:25])[CH:23]=1.CC(C)([O-])C.[Na+].C1(C)C=CC=CC=1, predict the reaction product. The product is: [F:26][C:24]([F:25])([F:27])[C:22]1[CH:21]=[C:20]([C:28]2([C:33]([F:36])([F:34])[F:35])[CH2:32][CH2:31][N:30]([C:2]3[CH:7]=[CH:6][C:5]([C@@H:8]([NH:10][C:11]([CH:13]4[CH2:15][CH2:14]4)=[O:12])[CH3:9])=[CH:4][CH:3]=3)[CH2:29]2)[CH:19]=[C:18]([C:17]([F:16])([F:37])[F:38])[CH:23]=1. (3) Given the reactants O.[NH2:2][NH2:3].C[O:5][C:6](=O)[C:7]([NH:9][C:10]1[CH:15]=[CH:14][C:13]([C@H:16]2[CH2:21][CH2:20][C@H:19]([C:22]([O:24][C:25]([CH3:28])([CH3:27])[CH3:26])=[O:23])[CH2:18][CH2:17]2)=[CH:12][CH:11]=1)=[O:8], predict the reaction product. The product is: [NH:2]([C:6](=[O:5])[C:7]([NH:9][C:10]1[CH:15]=[CH:14][C:13]([C@H:16]2[CH2:21][CH2:20][C@H:19]([C:22]([O:24][C:25]([CH3:28])([CH3:27])[CH3:26])=[O:23])[CH2:18][CH2:17]2)=[CH:12][CH:11]=1)=[O:8])[NH2:3]. (4) Given the reactants [CH3:1][C:2]1[NH:3][C:4]2[C:9]([CH:10]=1)=[CH:8][C:7]([NH2:11])=[CH:6][CH:5]=2.C(O[C:17]([NH:19][CH2:20][CH2:21][C@H:22]([NH:26]C(OCC1C2C=CC=CC=2C2C1=CC=CC=2)=O)[C:23]([OH:25])=O)=[O:18])(C)(C)C.C(O[C:49]([NH:51]CC(O)=O)=O)(C)(C)C.C1C2C(COC(=O)N[C@H](C(=O)NC3C=CC(C)=CC=3)CCCCNC(OC(C)(C)C)=O)C3C(=CC=CC=3)C=2C=CC=1.[N:97]([C:100]1[CH:112]=[CH:111][C:110]2[C:109]3[C:104](=[CH:105][CH:106]=[CH:107][CH:108]=3)[CH2:103][C:102]=2[CH:101]=1)=[C:98]=[O:99], predict the reaction product. The product is: [NH2:51][CH2:49][C:17]([NH:19][CH2:20][CH2:21][C@H:22]([NH:26][C:98]([NH:97][C:100]1[CH:112]=[CH:111][C:110]2[C:109]3[C:104](=[CH:105][CH:106]=[CH:107][CH:108]=3)[CH2:103][C:102]=2[CH:101]=1)=[O:99])[C:23]([NH:11][C:7]1[CH:8]=[C:9]2[C:4](=[CH:5][CH:6]=1)[NH:3][C:2]([CH3:1])=[CH:10]2)=[O:25])=[O:18]. (5) Given the reactants C[O:2][C:3]([C:5]1[N:6]([CH2:31][CH:32]=O)[CH:7]=[C:8]([C:20](=[O:30])[NH:21][CH2:22][C:23]2[CH:28]=[CH:27][C:26]([F:29])=[CH:25][CH:24]=2)[C:9](=[O:19])[C:10]=1[O:11][CH2:12][C:13]1[CH:18]=[CH:17][CH:16]=[CH:15][CH:14]=1)=O.[NH:34]1[CH2:38][CH2:37][CH2:36][C@@H:35]1[CH2:39][NH2:40].C(O)(=O)C, predict the reaction product. The product is: [F:29][C:26]1[CH:25]=[CH:24][C:23]([CH2:22][NH:21][C:20]([C:8]2[C:9](=[O:19])[C:10]([O:11][CH2:12][C:13]3[CH:14]=[CH:15][CH:16]=[CH:17][CH:18]=3)=[C:5]3[C:3](=[O:2])[N:40]4[CH2:39][C@H:35]5[CH2:36][CH2:37][CH2:38][N:34]5[C@@H:32]4[CH2:31][N:6]3[CH:7]=2)=[O:30])=[CH:28][CH:27]=1. (6) Given the reactants [Cl:1][C:2]1[CH:10]=[CH:9][C:5]([C:6]([OH:8])=O)=[CH:4][C:3]=1[N:11]1[C:16]([CH3:17])=[CH:15][C:14]([C:18]([F:21])([F:20])[F:19])=[N:13][C:12]1=[O:22].C(Cl)(=O)C(Cl)=O.CN(C=O)C.[CH3:34][NH:35][C:36]1[CH:41]=[CH:40][CH:39]=[C:38]([F:42])[C:37]=1[Cl:43], predict the reaction product. The product is: [Cl:1][C:2]1[CH:10]=[CH:9][C:5]([C:6]([N:35]([C:36]2[CH:41]=[CH:40][CH:39]=[C:38]([F:42])[C:37]=2[Cl:43])[CH3:34])=[O:8])=[CH:4][C:3]=1[N:11]1[C:16]([CH3:17])=[CH:15][C:14]([C:18]([F:21])([F:20])[F:19])=[N:13][C:12]1=[O:22].